Dataset: Full USPTO retrosynthesis dataset with 1.9M reactions from patents (1976-2016). Task: Predict the reactants needed to synthesize the given product. Given the product [CH3:19][N:20]1[C:4]2[C:3](=[O:2])[CH2:8][C:7]([CH3:10])([CH3:9])[CH2:6][C:5]=2[C:11]([C:12]([O:14][CH2:15][CH3:16])=[O:13])=[N:21]1, predict the reactants needed to synthesize it. The reactants are: C[O:2][C:3]1[C:4](=O)[CH:5]([C:11](=O)[C:12]([O:14][CH2:15][CH3:16])=[O:13])[CH2:6][C:7]([CH3:10])([CH3:9])[CH:8]=1.[CH3:19][NH:20][NH2:21].